From a dataset of Catalyst prediction with 721,799 reactions and 888 catalyst types from USPTO. Predict which catalyst facilitates the given reaction. (1) Reactant: Cl[C:2]1[N:3]=[CH:4][CH:5]=[C:6]2[C:11](=[O:12])[C:10]([C:13]3[CH:18]=[CH:17][C:16]([C:19]4([NH:23][C:24](=[O:30])[O:25][C:26]([CH3:29])([CH3:28])[CH3:27])[CH2:22][CH2:21][CH2:20]4)=[CH:15][CH:14]=3)=[C:9]([C:31]3[CH:36]=[CH:35][CH:34]=[CH:33][CH:32]=3)[O:8][C:7]=12.[CH2:37]([OH:40])[CH2:38][OH:39].CC(C)([O-])C.[K+]. Product: [OH:39][CH2:38][CH2:37][O:40][C:2]1[N:3]=[CH:4][CH:5]=[C:6]2[C:11](=[O:12])[C:10]([C:13]3[CH:18]=[CH:17][C:16]([C:19]4([NH:23][C:24](=[O:30])[O:25][C:26]([CH3:29])([CH3:28])[CH3:27])[CH2:22][CH2:21][CH2:20]4)=[CH:15][CH:14]=3)=[C:9]([C:31]3[CH:36]=[CH:35][CH:34]=[CH:33][CH:32]=3)[O:8][C:7]=12. The catalyst class is: 3. (2) Reactant: [OH:1][C:2]1[CH:3]=[N:4][CH:5]=[CH:6][CH:7]=1.CN(C=O)C.CC([O-])(C)C.[K+].[CH3:19][O:20][CH2:21]Cl. Product: [CH3:19][O:20][CH2:21][O:1][C:2]1[CH:3]=[N:4][CH:5]=[CH:6][CH:7]=1. The catalyst class is: 20. (3) Reactant: [C:1]([O:5][C:6]1[C:11]2[N:12]=[C:13]([O:15][CH:16]([CH3:18])[CH3:17])[S:14][C:10]=2[C:9]([C:19](=[O:22])[CH2:20][Cl:21])=[CH:8][CH:7]=1)([CH3:4])([CH3:3])[CH3:2].C(#N)C.C(O)=O.C(N(CC)CC)C. Product: [C:1]([O:5][C:6]1[C:11]2[N:12]=[C:13]([O:15][CH:16]([CH3:18])[CH3:17])[S:14][C:10]=2[C:9]([C@@H:19]([OH:22])[CH2:20][Cl:21])=[CH:8][CH:7]=1)([CH3:2])([CH3:3])[CH3:4]. The catalyst class is: 6.